From a dataset of Reaction yield outcomes from USPTO patents with 853,638 reactions. Predict the reaction yield, written as a fraction of the theoretical maximum amount of product (1.0 means a 100% yield; for example, 0.34 means a 34% yield). (1) The reactants are [OH:1][C:2]1[C:3]([C:16](=[O:18])[CH3:17])=[CH:4][C:5]2[C:6]([CH3:15])([CH3:14])[CH2:7][CH2:8][C:9]([CH3:13])([CH3:12])[C:10]=2[CH:11]=1.Br[CH2:20][CH:21]=[C:22]([CH3:24])[CH3:23]. The catalyst is CS(C)=O. The product is [CH3:23][C:22]([CH3:24])=[CH:21][CH2:20][O:1][C:2]1[C:3]([C:16](=[O:18])[CH3:17])=[CH:4][C:5]2[C:6]([CH3:15])([CH3:14])[CH2:7][CH2:8][C:9]([CH3:12])([CH3:13])[C:10]=2[CH:11]=1. The yield is 1.00. (2) The reactants are [N:1]1([C:6]2[CH:11]=[CH:10][C:9]([O:12][CH3:13])=[CH:8][C:7]=2[O:14][CH3:15])[CH2:5][CH2:4][CH2:3][CH2:2]1.[CH3:16][O:17]C(Cl)Cl.[OH-].[Na+].C(OCC)(=O)C. The catalyst is ClCCl.[Ti](Cl)(Cl)(Cl)Cl. The product is [CH3:13][O:12][C:9]1[CH:8]=[C:7]([O:14][CH3:15])[C:6]([N:1]2[CH2:2][CH2:3][CH2:4][CH2:5]2)=[CH:11][C:10]=1[CH:16]=[O:17]. The yield is 0.500. (3) The product is [Cl:19][C:20]1[C:28]2[C:23](=[CH:24][CH:25]=[C:26]([NH:29][C:16]([C:9]3[CH:8]([C:5]4[CH:4]=[CH:3][C:2]([F:1])=[CH:7][CH:6]=4)[CH2:13][C:12](=[O:14])[NH:11][C:10]=3[CH3:15])=[O:18])[CH:27]=2)[NH:22][N:21]=1. The catalyst is CN(C=O)C. The yield is 0.165. The reactants are [F:1][C:2]1[CH:7]=[CH:6][C:5]([CH:8]2[CH2:13][C:12](=[O:14])[NH:11][C:10]([CH3:15])=[C:9]2[C:16]([OH:18])=O)=[CH:4][CH:3]=1.[Cl:19][C:20]1[C:28]2[C:23](=[CH:24][CH:25]=[C:26]([NH2:29])[CH:27]=2)[NH:22][N:21]=1.N=C=N. (4) The reactants are [O:1]=[C:2]1[CH:6]([C:7]([O:9][CH2:10][CH3:11])=[O:8])[CH2:5][C:4](=[O:12])[NH:3]1.[N:13]([C:25]([O:27][CH2:28][C:29]1[CH:34]=[CH:33][CH:32]=[CH:31][CH:30]=1)=[O:26])=[N:14][C:15]([O:17][CH2:18][C:19]1[CH:24]=[CH:23][CH:22]=[CH:21][CH:20]=1)=[O:16].C(=O)([O-])[O-].[K+].[K+]. The catalyst is C(OCC)(=O)C. The product is [CH2:28]([O:27][C:25]([N:13]([C:6]1([C:7]([O:9][CH2:10][CH3:11])=[O:8])[CH2:5][C:4](=[O:12])[NH:3][C:2]1=[O:1])[NH:14][C:15]([O:17][CH2:18][C:19]1[CH:24]=[CH:23][CH:22]=[CH:21][CH:20]=1)=[O:16])=[O:26])[C:29]1[CH:30]=[CH:31][CH:32]=[CH:33][CH:34]=1. The yield is 0.940. (5) The reactants are [NH:1]1[CH2:4][CH:3]([NH:5][C:6]([NH:8][C:9]2[CH:14]=[CH:13][C:12]([O:15][C:16]3[CH:21]=[CH:20][N:19]=[C:18]4[CH:22]=[C:23]([C:25]5[CH:30]=[CH:29][C:28]([CH:31]=[O:32])=[CH:27][N:26]=5)[S:24][C:17]=34)=[C:11]([F:33])[CH:10]=2)=[O:7])[CH2:2]1.N1C=CC=CC=1.[CH3:40][C:41](OC(C)=O)=[O:42]. The catalyst is C1COCC1. The product is [C:41]([N:1]1[CH2:2][CH:3]([NH:5][C:6]([NH:8][C:9]2[CH:14]=[CH:13][C:12]([O:15][C:16]3[CH:21]=[CH:20][N:19]=[C:18]4[CH:22]=[C:23]([C:25]5[CH:30]=[CH:29][C:28]([CH:31]=[O:32])=[CH:27][N:26]=5)[S:24][C:17]=34)=[C:11]([F:33])[CH:10]=2)=[O:7])[CH2:4]1)(=[O:42])[CH3:40]. The yield is 0.920.